From a dataset of Forward reaction prediction with 1.9M reactions from USPTO patents (1976-2016). Predict the product of the given reaction. (1) Given the reactants [Cl:1][C:2]1[CH:10]=[CH:9][C:5]([C:6]([OH:8])=O)=[CH:4][C:3]=1[C:11]([C:14]#[N:15])([CH3:13])[CH3:12].CN(C)C=O.[NH2:21][C:22]1[CH:23]=[C:24]([CH:39]=[CH:40][C:41]=1[F:42])[O:25][C:26]1[N:31]=[C:30]2[S:32][C:33]([NH:35][C:36](=[O:38])[CH3:37])=[N:34][C:29]2=[CH:28][CH:27]=1.O, predict the reaction product. The product is: [C:36]([NH:35][C:33]1[S:32][C:30]2[C:29]([N:34]=1)=[CH:28][CH:27]=[C:26]([O:25][C:24]1[CH:39]=[CH:40][C:41]([F:42])=[C:22]([NH:21][C:6](=[O:8])[C:5]3[CH:9]=[CH:10][C:2]([Cl:1])=[C:3]([C:11]([C:14]#[N:15])([CH3:13])[CH3:12])[CH:4]=3)[CH:23]=1)[N:31]=2)(=[O:38])[CH3:37]. (2) Given the reactants [F:1][C:2]1[CH:23]=[CH:22][C:5]([CH2:6][N:7]2[C:11]3=[CH:12][N:13]=[C:14]([C:16](O)=[O:17])[CH:15]=[C:10]3[C:9]([CH2:19][O:20][CH3:21])=[CH:8]2)=[CH:4][CH:3]=1.CN1CCOCC1.Cl.[CH3:32][NH:33][OH:34], predict the reaction product. The product is: [F:1][C:2]1[CH:23]=[CH:22][C:5]([CH2:6][N:7]2[C:11]3=[CH:12][N:13]=[C:14]([C:16]([N:33]([OH:34])[CH3:32])=[O:17])[CH:15]=[C:10]3[C:9]([CH2:19][O:20][CH3:21])=[CH:8]2)=[CH:4][CH:3]=1.